Dataset: Full USPTO retrosynthesis dataset with 1.9M reactions from patents (1976-2016). Task: Predict the reactants needed to synthesize the given product. (1) Given the product [CH3:47][O:46][C:43]1[CH:44]=[CH:45][C:40]([CH2:39][N:8]([CH2:7][C:6]2[CH:5]=[CH:4][C:3]([O:2][CH3:1])=[CH:49][CH:48]=2)[C:9]2[N:10]=[CH:11][C:12]([C:15]3[C:16]4[CH2:29][CH2:28][N:27]([C:30]5[CH:38]=[CH:37][C:33]([C:34]([N:53]6[CH2:54][CH2:55][N:50]([CH2:56][CH2:57][OH:58])[CH2:51][CH2:52]6)=[O:35])=[CH:32][CH:31]=5)[C:17]=4[N:18]=[C:19]([N:21]4[CH2:26][CH2:25][O:24][CH2:23][CH2:22]4)[N:20]=3)=[CH:13][N:14]=2)=[CH:41][CH:42]=1, predict the reactants needed to synthesize it. The reactants are: [CH3:1][O:2][C:3]1[CH:49]=[CH:48][C:6]([CH2:7][N:8]([CH2:39][C:40]2[CH:45]=[CH:44][C:43]([O:46][CH3:47])=[CH:42][CH:41]=2)[C:9]2[N:14]=[CH:13][C:12]([C:15]3[C:16]4[CH2:29][CH2:28][N:27]([C:30]5[CH:38]=[CH:37][C:33]([C:34](O)=[O:35])=[CH:32][CH:31]=5)[C:17]=4[N:18]=[C:19]([N:21]4[CH2:26][CH2:25][O:24][CH2:23][CH2:22]4)[N:20]=3)=[CH:11][N:10]=2)=[CH:5][CH:4]=1.[N:50]1([CH2:56][CH2:57][OH:58])[CH2:55][CH2:54][NH:53][CH2:52][CH2:51]1. (2) Given the product [O:6]1[CH:10]=[CH:9][CH:8]=[C:7]1[CH:11]=[CH:12][C:13]([O:15][CH3:16])=[O:14], predict the reactants needed to synthesize it. The reactants are: OS(O)(=O)=O.[O:6]1[CH:10]=[CH:9][CH:8]=[C:7]1[CH:11]=[CH:12][C:13]([OH:15])=[O:14].[CH3:16]O. (3) Given the product [C:24](=[O:25])([O:26][C:27]1[CH:28]=[CH:29][C:30]([N+:33]([O-:35])=[O:34])=[CH:31][CH:32]=1)[O:16][CH:10]([CH2:9][N:6]1[C:5]2[CH:17]=[C:18]([Cl:19])[C:2]([Cl:1])=[CH:3][C:4]=2[N:8]=[CH:7]1)[CH2:11][C:12]([CH3:15])([CH3:14])[CH3:13], predict the reactants needed to synthesize it. The reactants are: [Cl:1][C:2]1[C:18]([Cl:19])=[CH:17][C:5]2[N:6]([CH2:9][CH:10]([OH:16])[CH2:11][C:12]([CH3:15])([CH3:14])[CH3:13])[CH:7]=[N:8][C:4]=2[CH:3]=1.C(Cl)Cl.Cl[C:24]([O:26][C:27]1[CH:32]=[CH:31][C:30]([N+:33]([O-:35])=[O:34])=[CH:29][CH:28]=1)=[O:25]. (4) Given the product [F:8][C:6]1[CH:5]=[CH:4][C:3]([N+:9]([O-:11])=[O:10])=[C:2]([N:12]2[CH2:17][CH2:16][CH2:15][CH2:14][CH2:13]2)[CH:7]=1, predict the reactants needed to synthesize it. The reactants are: F[C:2]1[CH:7]=[C:6]([F:8])[CH:5]=[CH:4][C:3]=1[N+:9]([O-:11])=[O:10].[NH:12]1[CH2:17][CH2:16][CH2:15][CH2:14][CH2:13]1. (5) Given the product [F:35][C:2]([F:1])([F:34])[C:3]1[CH:8]=[CH:7][C:6]([C:9]2[CH:10]=[CH:11][C:12]([C:15]3[C:19]4[CH2:20][C:21]5[S:22][CH:23]=[CH:24][C:25]=5[C:18]=4[NH:17][N:16]=3)=[CH:13][CH:14]=2)=[CH:5][CH:4]=1, predict the reactants needed to synthesize it. The reactants are: [F:1][C:2]([F:35])([F:34])[C:3]1[CH:8]=[CH:7][C:6]([C:9]2[CH:14]=[CH:13][C:12]([C:15]3[C:19]4[CH2:20][C:21]5[S:22][CH:23]=[CH:24][C:25]=5[C:18]=4[N:17](COCC[Si](C)(C)C)[N:16]=3)=[CH:11][CH:10]=2)=[CH:5][CH:4]=1.Cl.